From a dataset of Retrosynthesis with 50K atom-mapped reactions and 10 reaction types from USPTO. Predict the reactants needed to synthesize the given product. (1) Given the product COc1ccc2cc(-c3ccc(NC(=O)OC(C)C)cc3)[nH]c2c1, predict the reactants needed to synthesize it. The reactants are: COc1ccc2cc(-c3ccc(NC(=O)OC(C)C)cc3)n(C(=O)OC(C)(C)C)c2c1. (2) The reactants are: CN(CCOc1cc(Cl)nc(N2CCOCC2)n1)C(=O)OC(C)(C)C.NN. Given the product CN(CCOc1cc(NN)nc(N2CCOCC2)n1)C(=O)OC(C)(C)C, predict the reactants needed to synthesize it. (3) Given the product CNc1ccc(OC)cc1C, predict the reactants needed to synthesize it. The reactants are: C=O.COc1ccc(N)c(C)c1. (4) Given the product CCCC(CCC)CSc1cccc(C#CCNC(=O)C(F)(F)F)c1, predict the reactants needed to synthesize it. The reactants are: C#CCNC(=O)C(F)(F)F.CCCC(CCC)CSc1cccc(Br)c1. (5) Given the product [N-]=[N+]=Nc1ccc(-c2csc(NN=C(Cc3ccccc3[N+](=O)[O-])C(=O)O)n2)cc1, predict the reactants needed to synthesize it. The reactants are: NC(=S)NN=C(Cc1ccccc1[N+](=O)[O-])C(=O)O.[N-]=[N+]=Nc1ccc(C(=O)CBr)cc1.